This data is from Forward reaction prediction with 1.9M reactions from USPTO patents (1976-2016). The task is: Predict the product of the given reaction. (1) Given the reactants C(Cl)(C)(C)C.Cl.[CH:7]1(Cl)[CH2:11][CH2:10][CH2:9][CH2:8]1.C1([SiH](Cl)Cl)CCCC1.C1([Si:26]([Cl:29])([Cl:28])[Cl:27])CCCC1, predict the reaction product. The product is: [CH:7]1[CH2:11][CH2:10][CH2:9][CH:8]=1.[Cl:27][SiH:26]([Cl:29])[Cl:28]. (2) Given the reactants [CH:1]1([C:4]2[CH:5]=[CH:6][C:7](N)=[N:8][CH:9]=2)[CH2:3][CH2:2]1.N([O-])=O.[Na+].[Br:15]Br.O, predict the reaction product. The product is: [Br:15][C:7]1[CH:6]=[CH:5][C:4]([CH:1]2[CH2:3][CH2:2]2)=[CH:9][N:8]=1. (3) Given the reactants [Cl:1][C:2]1[CH:3]=[C:4]([C:8]2[C:17]3[C:12](=[CH:13][CH:14]=[C:15]([C:18]([C:20]4[CH:25]=[CH:24][CH:23]=[C:22]([I:26])[CH:21]=4)=[O:19])[CH:16]=3)[N:11]=[C:10]([O:27]C)[CH:9]=2)[CH:5]=[CH:6][CH:7]=1.C(=O)([O-])[O-].[K+].[K+], predict the reaction product. The product is: [Cl:1][C:2]1[CH:3]=[C:4]([C:8]2[C:17]3[C:12](=[CH:13][CH:14]=[C:15]([C:18](=[O:19])[C:20]4[CH:25]=[CH:24][CH:23]=[C:22]([I:26])[CH:21]=4)[CH:16]=3)[NH:11][C:10](=[O:27])[CH:9]=2)[CH:5]=[CH:6][CH:7]=1. (4) Given the reactants [NH:1]1[CH:5]=[N:4][C:3]([C:6]2[CH:11]=[CH:10][C:9]([C:12]3[CH:13]=[N:14][N:15]4[CH:20]=[CH:19][C:18]([N:21]5[CH:25]([C:26]6[CH:31]=[CH:30][CH:29]=[CH:28][N:27]=6)[CH2:24][O:23][C:22]5=[O:32])=[N:17][C:16]=34)=[CH:8][CH:7]=2)=[N:2]1, predict the reaction product. The product is: [NH:1]1[CH:5]=[N:4][C:3]([C:6]2[CH:7]=[CH:8][C:9]([C:12]3[CH:13]=[N:14][N:15]4[CH:20]=[CH:19][C:18]([N:21]5[C@@H:25]([C:26]6[CH:31]=[CH:30][CH:29]=[CH:28][N:27]=6)[CH2:24][O:23][C:22]5=[O:32])=[N:17][C:16]=34)=[CH:10][CH:11]=2)=[N:2]1. (5) Given the reactants [C:1]([O:5][C:6](=[O:23])[NH:7][C@H:8]1[CH2:13][C@@H:12]([C:14]2[CH:19]=[CH:18][CH:17]=[CH:16][CH:15]=2)[C@@H:11]([CH3:20])[NH:10][C:9]1=[N:21][NH2:22])([CH3:4])([CH3:3])[CH3:2].[F:24][C:25]([F:33])([F:32])[C:26]1([C:29](O)=O)[CH2:28][CH2:27]1.ON1C2N=CC=CC=2N=N1.CN1CCOCC1.Cl.CN(C)CCCN=C=NCC.C(=O)(O)[O-].C(O)(=O)C, predict the reaction product. The product is: [C:1]([O:5][C:6](=[O:23])[NH:7][C@H:8]1[CH2:13][C@@H:12]([C:14]2[CH:15]=[CH:16][CH:17]=[CH:18][CH:19]=2)[C@@H:11]([CH3:20])[N:10]2[C:29]([C:26]3([C:25]([F:33])([F:32])[F:24])[CH2:28][CH2:27]3)=[N:22][N:21]=[C:9]12)([CH3:2])([CH3:3])[CH3:4]. (6) Given the reactants Cl[C:2]1[C:11]2[C:6](=[C:7]([O:12][CH3:13])[CH:8]=[CH:9][CH:10]=2)[CH:5]=[C:4]([NH:14][C:15]2[CH:19]=[C:18]([CH3:20])[NH:17][N:16]=2)[N:3]=1.[N:21]1[CH:26]=[CH:25][CH:24]=[C:23](B(O)O)[CH:22]=1, predict the reaction product. The product is: [CH3:20][C:18]1[NH:17][N:16]=[C:15]([NH:14][C:4]2[N:3]=[C:2]([C:23]3[CH:22]=[N:21][CH:26]=[CH:25][CH:24]=3)[C:11]3[C:6]([CH:5]=2)=[C:7]([O:12][CH3:13])[CH:8]=[CH:9][CH:10]=3)[CH:19]=1. (7) Given the reactants CCN=C=NCCCN(C)C.[Cl:12][C:13]1[CH:14]=[C:15]2[C:20](=[CH:21][CH:22]=1)[CH:19]=[C:18]([S:23]([CH2:26][CH2:27][C:28]([OH:30])=O)(=[O:25])=[O:24])[CH:17]=[CH:16]2.Cl.Cl.[CH3:33][C:34]1[N:35]=[CH:36][NH:37][C:38]=1[CH:39]1[CH2:44][CH2:43][NH:42][CH2:41][CH2:40]1.C1C=CC2N(O)N=NC=2C=1.C(=O)([O-])[O-].[K+].[K+], predict the reaction product. The product is: [Cl:12][C:13]1[CH:14]=[C:15]2[C:20](=[CH:21][CH:22]=1)[CH:19]=[C:18]([S:23]([CH2:26][CH2:27][C:28]([N:42]1[CH2:41][CH2:40][CH:39]([C:38]3[NH:37][CH:36]=[N:35][C:34]=3[CH3:33])[CH2:44][CH2:43]1)=[O:30])(=[O:24])=[O:25])[CH:17]=[CH:16]2.